From a dataset of Full USPTO retrosynthesis dataset with 1.9M reactions from patents (1976-2016). Predict the reactants needed to synthesize the given product. (1) Given the product [CH3:31][S:32]([O:30][C@@H:10]([CH2:9][O:8][Si:1]([C:4]([CH3:7])([CH3:6])[CH3:5])([CH3:3])[CH3:2])[C@H:11]([NH:22][C:23]([O:24][C:25]([CH3:28])([CH3:27])[CH3:26])=[O:29])[C:12]1[CH:13]=[CH:14][C:15]([C:18]([F:21])([F:19])[F:20])=[CH:16][CH:17]=1)(=[O:34])=[O:33], predict the reactants needed to synthesize it. The reactants are: [Si:1]([O:8][CH2:9][C@H:10]([OH:30])[C@H:11]([NH:22][C:23](=[O:29])[O:24][C:25]([CH3:28])([CH3:27])[CH3:26])[C:12]1[CH:17]=[CH:16][C:15]([C:18]([F:21])([F:20])[F:19])=[CH:14][CH:13]=1)([C:4]([CH3:7])([CH3:6])[CH3:5])([CH3:3])[CH3:2].[CH3:31][S:32](Cl)(=[O:34])=[O:33]. (2) Given the product [CH2:1]([O:8][CH2:9][CH2:10][CH:11]1[N:21]2[C:22]3[CH:23]=[CH:24][CH:25]=[C:26]([F:29])[C:27]=3[CH2:28][CH:20]2[C:18]2[N:19]=[C:14]([Cl:13])[CH:15]=[CH:16][C:17]=2[O:12]1)[C:2]1[CH:7]=[CH:6][CH:5]=[CH:4][CH:3]=1, predict the reactants needed to synthesize it. The reactants are: [CH2:1]([O:8][CH2:9][CH2:10][CH:11]=[O:12])[C:2]1[CH:7]=[CH:6][CH:5]=[CH:4][CH:3]=1.[Cl:13][C:14]1[N:19]=[C:18]([CH:20]2[CH2:28][C:27]3[C:22](=[CH:23][CH:24]=[CH:25][C:26]=3[F:29])[NH:21]2)[C:17](O)=[CH:16][CH:15]=1.C([O-])(O)=O.[Na+]. (3) Given the product [CH2:3]([C:2]1[NH:6][C:26](=[O:27])[C:25]([CH2:24][C:21]2[CH:22]=[CH:23][C:18]([C:13]3[C:12]([C:10]#[N:11])=[CH:17][CH:16]=[CH:15][CH:14]=3)=[CH:19][CH:20]=2)=[C:30]([CH2:31][CH2:32][CH3:33])[N:5]=1)[CH3:4], predict the reactants needed to synthesize it. The reactants are: Cl.[C:2](=[NH:6])([NH2:5])[CH2:3][CH3:4].C[O-].[Na+].[C:10]([C:12]1[CH:17]=[CH:16][CH:15]=[CH:14][C:13]=1[C:18]1[CH:23]=[CH:22][C:21]([CH2:24][CH:25]([C:30](=O)[CH2:31][CH2:32][CH3:33])[C:26](OC)=[O:27])=[CH:20][CH:19]=1)#[N:11]. (4) Given the product [Cl:1][C:2]1[CH:10]=[CH:9][C:5]([C:6]#[N:8])=[C:4]([O:11][CH2:12][C:13]([F:14])([F:16])[F:15])[N:3]=1, predict the reactants needed to synthesize it. The reactants are: [Cl:1][C:2]1[CH:10]=[CH:9][C:5]([C:6]([NH2:8])=O)=[C:4]([O:11][CH2:12][C:13]([F:16])([F:15])[F:14])[N:3]=1.N1C=CC=CC=1.O=P(Cl)(Cl)Cl.[OH-].[Na+]. (5) Given the product [ClH:27].[CH2:28]([O:35][N:36]=[C:7]([C:1]1[CH:2]=[CH:3][CH:4]=[CH:5][CH:6]=1)[C:9]1[NH:17][C:12]2=[CH:13][N:14]=[CH:15][CH:16]=[C:11]2[CH:10]=1)[C:29]1[CH:34]=[CH:33][CH:32]=[CH:31][CH:30]=1, predict the reactants needed to synthesize it. The reactants are: [C:1]1([C:7]([C:9]2[N:17](S(C3C=CC=CC=3)(=O)=O)[C:12]3=[CH:13][N:14]=[CH:15][CH:16]=[C:11]3[CH:10]=2)=O)[CH:6]=[CH:5][CH:4]=[CH:3][CH:2]=1.[ClH:27].[CH2:28]([O:35][NH2:36])[C:29]1[CH:34]=[CH:33][CH:32]=[CH:31][CH:30]=1.N1C=CC=CC=1.[NH4+].[Cl-]. (6) Given the product [C:14](=[O:19])([O:7][CH:1]1[CH2:6][CH2:5][CH2:4][CH2:3][CH2:2]1)[O:15][CH:16]([Cl:18])[CH3:17], predict the reactants needed to synthesize it. The reactants are: [CH:1]1([OH:7])[CH2:6][CH2:5][CH2:4][CH2:3][CH2:2]1.N1C=CC=CC=1.[C:14](Cl)(=[O:19])[O:15][CH:16]([Cl:18])[CH3:17].O. (7) The reactants are: C(O[CH2:4][CH:5]([C:11]([O:13]CC)=O)[C:6]([O:8][CH2:9][CH3:10])=[O:7])C.[NH2:16][C:17]1[CH:22]=[CH:21][CH:20]=[C:19]([CH3:23])[CH:18]=1. Given the product [OH:13][C:11]1[C:22]2[C:17](=[CH:18][C:19]([CH3:23])=[CH:20][CH:21]=2)[N:16]=[CH:4][C:5]=1[C:6]([O:8][CH2:9][CH3:10])=[O:7], predict the reactants needed to synthesize it. (8) The reactants are: [NH2:1][C:2]1[CH:3]=[C:4]([CH:8]=[C:9](Br)[CH:10]=1)[C:5]([OH:7])=[O:6].[O:12]1[CH:16]=[CH:15][C:14](B(O)O)=[CH:13]1.C(=O)([O-])[O-].[K+].[K+].Cl. Given the product [NH2:1][C:2]1[CH:3]=[C:4]([CH:8]=[C:9]([C:14]2[CH:15]=[CH:16][O:12][CH:13]=2)[CH:10]=1)[C:5]([OH:7])=[O:6], predict the reactants needed to synthesize it. (9) Given the product [F:13][C:8]1[CH:7]=[CH:6][C:5]([CH2:4][O:3][N:2]=[C:19]2[CH2:20][CH2:21][NH:16][CH2:17][CH2:18]2)=[CH:12][C:9]=1[C:10]#[N:11], predict the reactants needed to synthesize it. The reactants are: Cl.[NH2:2][O:3][CH2:4][C:5]1[CH:6]=[CH:7][C:8]([F:13])=[C:9]([CH:12]=1)[C:10]#[N:11].Cl.O.[NH:16]1[CH2:21][CH2:20][C:19](=O)[CH2:18][CH2:17]1.C([O-])(=O)C.[Na+].